Dataset: Peptide-MHC class I binding affinity with 185,985 pairs from IEDB/IMGT. Task: Regression. Given a peptide amino acid sequence and an MHC pseudo amino acid sequence, predict their binding affinity value. This is MHC class I binding data. (1) The peptide sequence is SSSGMDAYY. The MHC is HLA-A03:01 with pseudo-sequence HLA-A03:01. The binding affinity (normalized) is 0.0847. (2) The peptide sequence is GLLDSIKMIY. The MHC is HLA-A33:01 with pseudo-sequence HLA-A33:01. The binding affinity (normalized) is 0.263. (3) The peptide sequence is IRKPKHLYV. The MHC is HLA-A25:01 with pseudo-sequence HLA-A25:01. The binding affinity (normalized) is 0.0847.